Dataset: Full USPTO retrosynthesis dataset with 1.9M reactions from patents (1976-2016). Task: Predict the reactants needed to synthesize the given product. (1) The reactants are: [N:1]([O-:3])=[O:2].[Na+].[CH:5]1([C:8]2[C:17]3[C:12](=[CH:13][CH:14]=[CH:15][CH:16]=3)[CH:11]=[CH:10][CH:9]=2)[CH2:7][CH2:6]1.O. Given the product [CH:5]1([C:8]2[C:17]3[C:12](=[CH:13][CH:14]=[CH:15][CH:16]=3)[C:11]([N+:1]([O-:3])=[O:2])=[CH:10][CH:9]=2)[CH2:7][CH2:6]1, predict the reactants needed to synthesize it. (2) Given the product [C:1]([C:4]1[CH:23]=[CH:22][C:7]2[N:8]([C:9]3[CH:14]=[CH:13][CH:12]=[C:11]([CH:15]4[CH2:16][CH2:17][CH2:18][N:19]([CH3:21])[CH2:20]4)[CH:10]=3)[CH:27]=[N:24][C:6]=2[CH:5]=1)(=[O:3])[CH3:2], predict the reactants needed to synthesize it. The reactants are: [C:1]([C:4]1[CH:23]=[CH:22][C:7]([NH:8][C:9]2[CH:14]=[CH:13][CH:12]=[C:11]([C:15]3[CH2:20][N:19]([CH3:21])[CH2:18][CH2:17][CH:16]=3)[CH:10]=2)=[C:6]([N+:24]([O-])=O)[CH:5]=1)(=[O:3])[CH3:2].[CH2:27](O)C. (3) Given the product [CH3:15][C:4]1[N:3]=[C:2]([N:16]2[CH2:21][CH2:20][O:19][CH2:18][CH2:17]2)[C:11]2[C:6](=[C:7]([N+:12]([O-:14])=[O:13])[CH:8]=[CH:9][CH:10]=2)[N:5]=1, predict the reactants needed to synthesize it. The reactants are: Cl[C:2]1[C:11]2[C:6](=[C:7]([N+:12]([O-:14])=[O:13])[CH:8]=[CH:9][CH:10]=2)[N:5]=[C:4]([CH3:15])[N:3]=1.[NH:16]1[CH2:21][CH2:20][O:19][CH2:18][CH2:17]1.C([O-])([O-])=O.[K+].[K+]. (4) Given the product [Cl:13][C:11]1[N:10]=[CH:9][N:8]([C:6]2[N:5]=[CH:4][N:3]=[C:2]([NH2:14])[CH:7]=2)[CH:12]=1, predict the reactants needed to synthesize it. The reactants are: Cl[C:2]1[CH:7]=[C:6]([N:8]2[CH:12]=[C:11]([Cl:13])[N:10]=[CH:9]2)[N:5]=[CH:4][N:3]=1.[NH3:14].